From a dataset of Full USPTO retrosynthesis dataset with 1.9M reactions from patents (1976-2016). Predict the reactants needed to synthesize the given product. (1) Given the product [O:12]1[C:8]2[CH:7]=[CH:6][C:5]([CH2:4][NH2:1])=[CH:13][C:9]=2[CH:10]=[CH:11]1, predict the reactants needed to synthesize it. The reactants are: [N:1]([CH2:4][C:5]1[CH:6]=[CH:7][C:8]2[O:12][CH:11]=[CH:10][C:9]=2[CH:13]=1)=[N+]=[N-]. (2) Given the product [OH:28][CH:25]1[CH2:24][CH2:23][N:22]([CH:19]2[CH2:20][CH2:21][N:16]([C:14]([NH:13][C:9]3[CH:8]=[C:7]([O:6][C:5]4[CH:4]=[CH:3][C:2]([NH:1][C:56]([NH:55][C:53](=[O:54])[CH2:52][C:46]5[CH:47]=[CH:48][CH:49]=[CH:50][CH:51]=5)=[S:57])=[CH:30][CH:29]=4)[CH:12]=[CH:11][N:10]=3)=[O:15])[CH2:17][CH2:18]2)[CH2:27][CH2:26]1, predict the reactants needed to synthesize it. The reactants are: [NH2:1][C:2]1[CH:30]=[CH:29][C:5]([O:6][C:7]2[CH:12]=[CH:11][N:10]=[C:9]([NH:13][C:14]([N:16]3[CH2:21][CH2:20][CH:19]([N:22]4[CH2:27][CH2:26][CH:25]([OH:28])[CH2:24][CH2:23]4)[CH2:18][CH2:17]3)=[O:15])[CH:8]=2)=[CH:4][CH:3]=1.C12(CS(O)(=O)=O)C(C)(C)C(CC1)CC2=O.[C:46]1([CH2:52][C:53]([N:55]=[C:56]=[S:57])=[O:54])[CH:51]=[CH:50][CH:49]=[CH:48][CH:47]=1.